Predict the product of the given reaction. From a dataset of Forward reaction prediction with 1.9M reactions from USPTO patents (1976-2016). Given the reactants [NH2:1][C@@H:2]([CH2:5][C:6]1[CH:11]=[CH:10][CH:9]=[CH:8][CH:7]=1)[CH2:3][OH:4].C(N(CC)CC)C.[Br:19][CH2:20][C:21](Br)=[O:22], predict the reaction product. The product is: [Br:19][CH2:20][C:21]([NH:1][C@H:2]([CH2:3][OH:4])[CH2:5][C:6]1[CH:11]=[CH:10][CH:9]=[CH:8][CH:7]=1)=[O:22].